From a dataset of Forward reaction prediction with 1.9M reactions from USPTO patents (1976-2016). Predict the product of the given reaction. (1) Given the reactants [NH:1]1[CH2:5][CH2:4][C@H:3]([N:6]([CH2:19][C:20]2[CH:25]=[CH:24][CH:23]=[CH:22][C:21]=2[C:26]([F:29])([F:28])[F:27])[C:7]2[CH:14]=[CH:13][C:10]([C:11]#[N:12])=[C:9]([C:15]([F:18])([F:17])[F:16])[CH:8]=2)[CH2:2]1.Br[CH2:31][C:32]([O:34][C:35]([CH3:38])([CH3:37])[CH3:36])=[O:33], predict the reaction product. The product is: [C:11]([C:10]1[CH:13]=[CH:14][C:7]([N:6]([CH2:19][C:20]2[CH:25]=[CH:24][CH:23]=[CH:22][C:21]=2[C:26]([F:27])([F:28])[F:29])[C@H:3]2[CH2:4][CH2:5][N:1]([CH2:31][C:32]([O:34][C:35]([CH3:38])([CH3:37])[CH3:36])=[O:33])[CH2:2]2)=[CH:8][C:9]=1[C:15]([F:17])([F:18])[F:16])#[N:12]. (2) Given the reactants Br[C:2]1[CH:7]=[CH:6][C:5]([S:8]([NH:11][C:12]2[S:13][CH:14]=[CH:15][N:16]=2)(=[O:10])=[O:9])=[CH:4][CH:3]=1.[CH3:17][CH:18]1[CH2:23][NH:22][CH2:21][CH2:20][NH:19]1.C(P(C(C)(C)C)C1C=CC=CC=1C1C=CC=CC=1)(C)(C)C.O(C(C)(C)C)[Na], predict the reaction product. The product is: [CH3:17][CH:18]1[NH:19][CH2:20][CH2:21][N:22]([C:2]2[CH:7]=[CH:6][C:5]([S:8]([NH:11][C:12]3[S:13][CH:14]=[CH:15][N:16]=3)(=[O:10])=[O:9])=[CH:4][CH:3]=2)[CH2:23]1.